Predict the reactants needed to synthesize the given product. From a dataset of Retrosynthesis with 50K atom-mapped reactions and 10 reaction types from USPTO. (1) Given the product Cc1cc(NC(=O)c2cccc(SCc3cnccn3)c2)ccc1C(C)C, predict the reactants needed to synthesize it. The reactants are: Cc1cc(N)ccc1C(C)C.O=C(O)c1cccc(SCc2cnccn2)c1. (2) Given the product C1COC2CNCC2N1, predict the reactants needed to synthesize it. The reactants are: c1ccc(CN2CC3NCCOC3C2)cc1. (3) Given the product CN(C=O)C(=O)C(Cl)Cl, predict the reactants needed to synthesize it. The reactants are: CNC=O.O=C(Cl)C(Cl)Cl. (4) Given the product CCCCOCCOc1ccc(-c2ccc3c(c2)C=C(C(=O)Nc2ccc(S(=O)Cc4cn(CCC)nn4)cc2)CCN3CC(C)C)cc1, predict the reactants needed to synthesize it. The reactants are: CCCCOCCOc1ccc(-c2ccc3c(c2)C=C(C(=O)Nc2ccc(SCc4cn(CCC)nn4)cc2)CCN3CC(C)C)cc1.O=S([O-])([O-])=S. (5) Given the product N=C(N)N1CCC(CCC(=O)Oc2ccccc2C(=O)O)CC1, predict the reactants needed to synthesize it. The reactants are: N=C(N)N1CCC(CCC(=O)Oc2ccccc2C(=O)OCc2ccccc2)CC1. (6) Given the product OC1c2cc(/C=C/c3ccc4cc(F)c(F)cc4n3)ccc2OCc2ncccc21, predict the reactants needed to synthesize it. The reactants are: C=Cc1ccc2cc(F)c(F)cc2n1.OC1c2cc(Br)ccc2OCc2ncccc21. (7) Given the product CC(C)(C)[Si](OC[C@@H]1[C@@H](F)C[C@@H]2OC(O)C[C@@H]21)(c1ccccc1)c1ccccc1, predict the reactants needed to synthesize it. The reactants are: CC(C)(C)[Si](OC[C@@H]1[C@@H](F)C[C@@H]2OC(=O)C[C@@H]21)(c1ccccc1)c1ccccc1. (8) Given the product [O-][n+]1ccccc1C1=CC(CF)(CF)Oc2ccc(I)cc21, predict the reactants needed to synthesize it. The reactants are: FCC1(CF)C=C(c2ccccn2)c2cc(I)ccc2O1.O=C([O-])[O-]. (9) The reactants are: CS(=O)(=O)Cl.CS(=O)(=O)c1ccc(-c2cc(N)nn2-c2ccc(F)cc2)cc1. Given the product CS(=O)(=O)Nc1cc(-c2ccc(S(C)(=O)=O)cc2)n(-c2ccc(F)cc2)n1, predict the reactants needed to synthesize it. (10) Given the product COC(=O)Cc1ccc(-c2ncn(-c3ccc(OC(F)(F)C(F)(F)F)cc3)n2)cc1, predict the reactants needed to synthesize it. The reactants are: COC(=O)Cc1ccc(B2OC(C)(C)C(C)(C)O2)cc1.FC(F)(F)C(F)(F)Oc1ccc(-n2cnc(Br)n2)cc1.